From a dataset of Peptide-MHC class II binding affinity with 134,281 pairs from IEDB. Regression. Given a peptide amino acid sequence and an MHC pseudo amino acid sequence, predict their binding affinity value. This is MHC class II binding data. (1) The peptide sequence is SGRLKFLDVCVALDM. The MHC is DRB1_0401 with pseudo-sequence DRB1_0401. The binding affinity (normalized) is 0.215. (2) The peptide sequence is FPPNGTHSWEYWGAQ. The MHC is DRB1_1201 with pseudo-sequence DRB1_1201. The binding affinity (normalized) is 0.